Dataset: Forward reaction prediction with 1.9M reactions from USPTO patents (1976-2016). Task: Predict the product of the given reaction. Given the reactants Cl.[NH2:2][C:3]1[N:8]=[CH:7][C:6]([OH:9])=[CH:5][CH:4]=1.[OH-].[K+].[O:12]=[C:13]1[C:21]([C:22](O)=[O:23])=[C:16]2[CH2:17][O:18][CH2:19][CH2:20][N:15]2[N:14]1[C:25]1[CH:30]=[CH:29][CH:28]=[CH:27][CH:26]=1.C1C=NC2N(O)N=NC=2C=1.CCN=C=NCCCN(C)C, predict the reaction product. The product is: [OH:9][C:6]1[CH:5]=[CH:4][C:3]([NH:2][C:22]([C:21]2[C:13](=[O:12])[N:14]([C:25]3[CH:26]=[CH:27][CH:28]=[CH:29][CH:30]=3)[N:15]3[CH2:20][CH2:19][O:18][CH2:17][C:16]=23)=[O:23])=[N:8][CH:7]=1.